This data is from Catalyst prediction with 721,799 reactions and 888 catalyst types from USPTO. The task is: Predict which catalyst facilitates the given reaction. (1) Reactant: [O:1]=[C:2]1[C:7]([C:8]2[NH:9][C:10]3[CH:16]=[C:15]([C:17]([OH:19])=O)[CH:14]=[CH:13][C:11]=3[N:12]=2)=[CH:6][C:5]([C:20]2[CH:25]=[CH:24][N:23]=[CH:22][CH:21]=2)=[N:4][NH:3]1.C(N(CC)CC)C.F[P-](F)(F)(F)(F)F.N1(OC(N(C)C)=[N+](C)C)C2N=CC=CC=2N=N1.[CH2:57]([N:59]([CH2:62][CH2:63][NH2:64])[CH2:60][CH3:61])[CH3:58]. Product: [CH2:57]([N:59]([CH2:60][CH3:61])[CH2:62][CH2:63][NH:64][C:17]([C:15]1[CH:14]=[CH:13][C:11]2[NH:12][C:8]([C:7]3[C:2](=[O:1])[NH:3][N:4]=[C:5]([C:20]4[CH:21]=[CH:22][N:23]=[CH:24][CH:25]=4)[CH:6]=3)=[N:9][C:10]=2[CH:16]=1)=[O:19])[CH3:58]. The catalyst class is: 145. (2) Reactant: N([O-])=O.[Na+].[Br:5][C:6]1[S:10][C:9](N)=[N:8][C:7]=1[C:12]1[CH:17]=[CH:16][N:15]=[C:14]([S:18][CH3:19])[N:13]=1.[OH-].[Na+].C([O-])([O-])=O.[Na+].[Na+]. Product: [Br:5][C:6]1[S:10][CH:9]=[N:8][C:7]=1[C:12]1[CH:17]=[CH:16][N:15]=[C:14]([S:18][CH3:19])[N:13]=1. The catalyst class is: 82.